Task: Predict the reaction yield, written as a fraction of the theoretical maximum amount of product (1.0 means a 100% yield; for example, 0.34 means a 34% yield).. Dataset: Reaction yield outcomes from USPTO patents with 853,638 reactions (1) The reactants are C([O:4][CH2:5][C:6]1[CH:7]=[C:8]2[CH:14]=[CH:13][O:12][C:9]2=[CH:10][N:11]=1)(=O)C.C([O-])([O-])=O.[K+].[K+].O.C(Cl)[Cl:23]. No catalyst specified. The product is [Cl:23][C:14]1[C:8]2[C:9](=[CH:10][N:11]=[C:6]([CH2:5][OH:4])[CH:7]=2)[O:12][CH:13]=1. The yield is 0.680. (2) The reactants are [C:1]([C:3]1[C:16](=[O:17])[C@@H:15]([CH3:18])[C@@H:6]2[CH2:7][CH2:8][C:9]3[CH:10]=[N:11][CH:12]=[N:13][C:14]=3[C@@:5]2([C:19]2[CH:20]=[C:21]([CH:25]=[CH:26][CH:27]=2)[C:22](O)=[O:23])[CH:4]=1)#[N:2].[CH2:28]([NH2:31])[CH2:29][CH3:30].CCN(C(C)C)C(C)C.F[P-](F)(F)(F)(F)F.CN([C+](N(C)C)N1C2C=CC=CC=2[N+]([O-])=N1)C. The catalyst is CC(N(C)C)=O.OP([O-])(O)=O.[Na+]. The product is [C:1]([C:3]1[C:16](=[O:17])[C@@H:15]([CH3:18])[C@@H:6]2[CH2:7][CH2:8][C:9]3[CH:10]=[N:11][CH:12]=[N:13][C:14]=3[C@@:5]2([C:19]2[CH:20]=[C:21]([CH:25]=[CH:26][CH:27]=2)[C:22]([NH:31][CH2:28][CH2:29][CH3:30])=[O:23])[CH:4]=1)#[N:2]. The yield is 0.640. (3) The product is [N:14]1[CH:13]=[CH:15][CH:23]=[CH:19][C:20]=1[C:32]1[N:33]=[C:34]([C:7]2[CH:11]=[C:3]([C:1]#[N:2])[CH:4]=[CH:5][C:6]=2[F:12])[O:35][N:27]=1. The yield is 0.0600. The catalyst is ClCCl. The reactants are [C:1]([C:3]1[CH:4]=[CH:5][C:6]([F:12])=[C:7]([CH:11]=1)C(Cl)=O)#[N:2].[C:13]([C:15]1C=CC(F)=[C:19]([CH:23]=1)[C:20](O)=O)#[N:14].C([N:27](CC)CC)C.[CH3:32][N:33](C)[CH:34]=[O:35]. (4) The reactants are [C:1]1([C:16]2[CH:21]=[CH:20][CH:19]=[CH:18][CH:17]=2)[CH:6]=[CH:5][C:4]([CH2:7][C:8]([C:10]2[CH:15]=[CH:14][CH:13]=[CH:12][CH:11]=2)=O)=[CH:3][CH:2]=1.[CH2:22]([O:24][C:25]1[CH:26]=[C:27]([CH:30]=[C:31]([N+:34]([O-:36])=[O:35])[C:32]=1[OH:33])[CH:28]=O)[CH3:23].[NH2:37][C:38]([NH2:40])=[O:39].Cl. The catalyst is C(O)C. The product is [C:1]1([C:16]2[CH:21]=[CH:20][CH:19]=[CH:18][CH:17]=2)[CH:6]=[CH:5][C:4]([C:7]2[CH:28]([C:27]3[CH:30]=[C:31]([N+:34]([O-:36])=[O:35])[C:32]([OH:33])=[C:25]([O:24][CH2:22][CH3:23])[CH:26]=3)[NH:37][C:38](=[O:39])[NH:40][C:8]=2[C:10]2[CH:15]=[CH:14][CH:13]=[CH:12][CH:11]=2)=[CH:3][CH:2]=1. The yield is 0.0290. (5) The reactants are [CH3:1][N:2]1[C:10]2[C:5](=[CH:6][CH:7]=[CH:8][CH:9]=2)[C:4]([CH3:11])=[C:3]1[CH2:12][N:13]([CH3:18])[C:14](=[O:17])[CH:15]=[CH2:16].Br[C:20]1[CH:21]=[C:22]2[C:27](=[N:28][CH:29]=1)[NH:26][C:25](=[O:30])[CH2:24][CH2:23]2.CCN(C(C)C)C(C)C.C1(C)C=CC=CC=1P(C1C=CC=CC=1C)C1C=CC=CC=1C. The catalyst is C(#N)CC.C([O-])(=O)C.[Pd+2].C([O-])(=O)C. The product is [CH3:1][N:2]1[C:10]2[C:5](=[CH:6][CH:7]=[CH:8][CH:9]=2)[C:4]([CH3:11])=[C:3]1[CH2:12][N:13]([CH3:18])[C:14](=[O:17])/[CH:15]=[CH:16]/[C:20]1[CH:29]=[N:28][C:27]2[NH:26][C:25](=[O:30])[CH2:24][CH2:23][C:22]=2[CH:21]=1. The yield is 0.590.